From a dataset of Full USPTO retrosynthesis dataset with 1.9M reactions from patents (1976-2016). Predict the reactants needed to synthesize the given product. Given the product [CH3:1][O:2][C:3]1[CH:8]=[CH:7][C:6]([C:9]#[C:10][C:11]2[S:15][C:14]([C@@:16]3([CH2:24][C:25]([OH:27])=[O:26])[CH2:21][CH2:20][CH2:19][CH2:18][S:17]3(=[O:23])=[O:22])=[CH:13][CH:12]=2)=[CH:5][CH:4]=1, predict the reactants needed to synthesize it. The reactants are: [CH3:1][O:2][C:3]1[CH:8]=[CH:7][C:6]([C:9]#[C:10][C:11]2[S:15][C:14]([C@@:16]3([CH2:24][C:25]([O:27]CC[Si](C)(C)C)=[O:26])[CH2:21][CH2:20][CH2:19][CH2:18][S:17]3(=[O:23])=[O:22])=[CH:13][CH:12]=2)=[CH:5][CH:4]=1.[OH-].[Na+].Cl.O.